The task is: Predict the reactants needed to synthesize the given product.. This data is from Full USPTO retrosynthesis dataset with 1.9M reactions from patents (1976-2016). (1) The reactants are: C(N(C(C)C)C(C)C)C.[F:10][C:11]1[CH:16]=[CH:15][CH:14]=[CH:13][C:12]=1[N:17]1[C:25]2[C:20](=[C:21]([N:26]3[CH2:33][CH:32]4[CH:28]([CH2:29][NH:30][CH2:31]4)[C:27]3=[O:34])[CH:22]=[CH:23][CH:24]=2)[CH:19]=[N:18]1.[O:35]1[CH2:39][CH2:38][CH2:37][CH:36]1[CH2:40][C:41](O)=[O:42].F[P-](F)(F)(F)(F)F.CN(C(N1C2C(=NC=CC=2)[N+]([O-])=N1)=[N+](C)C)C. Given the product [F:10][C:11]1[CH:16]=[CH:15][CH:14]=[CH:13][C:12]=1[N:17]1[C:25]2[C:20](=[C:21]([N:26]3[CH2:33][C@@H:32]4[C@H:28]([CH2:29][N:30]([C:41](=[O:42])[CH2:40][CH:36]5[CH2:37][CH2:38][CH2:39][O:35]5)[CH2:31]4)[C:27]3=[O:34])[CH:22]=[CH:23][CH:24]=2)[CH:19]=[N:18]1, predict the reactants needed to synthesize it. (2) Given the product [NH2:35][C:12]1[CH:11]=[C:10]([C:8]([C:6]2[CH:5]=[CH:4][N:3]=[C:2]([O:40][CH3:39])[CH:7]=2)=[O:9])[CH:15]=[C:14]([C:16]2[CH:24]=[CH:23][CH:22]=[C:21]3[C:17]=2[CH:18]=[CH:19][NH:20]3)[CH:13]=1, predict the reactants needed to synthesize it. The reactants are: Cl[C:2]1[CH:7]=[C:6]([C:8]([C:10]2[CH:11]=[C:12]([NH:35]C(=O)C)[CH:13]=[C:14]([C:16]3[CH:24]=[CH:23][CH:22]=[C:21]4[C:17]=3[CH:18]=[CH:19][N:20]4[Si](C(C)C)(C(C)C)C(C)C)[CH:15]=2)=[O:9])[CH:5]=[CH:4][N:3]=1.[CH3:39][O-:40].[Na+]. (3) Given the product [OH:1][C:2]1[CH:7]=[CH:6][C:5]([N:8]([C:20]2[CH:25]=[CH:24][C:23]([OH:26])=[CH:22][CH:21]=2)[C:9](=[O:19])[C:10]2[CH:15]=[CH:14][C:13]([CH3:16])=[C:12]([CH3:28])[CH:11]=2)=[CH:4][CH:3]=1, predict the reactants needed to synthesize it. The reactants are: [OH:1][C:2]1[CH:7]=[CH:6][C:5]([N:8]([C:20]2[CH:25]=[CH:24][C:23]([OH:26])=[CH:22][CH:21]=2)[C:9](=[O:19])[C:10]2[CH:15]=[CH:14][C:13]([CH2:16]CC)=[CH:12][CH:11]=2)=[CH:4][CH:3]=1.F[C:28]1C=C(C=CC=1O)C(N(C1C=CC(O)=CC=1)C1C=CC=CC=1)=O.OC1C=CC(N(C2C=CC(O)=CC=2)C(=O)C2C=CC(CCCCC)=CC=2)=CC=1.C1C=CC(/C(/CCCl)=C(\C2C=CC(OCCO)=CC=2)/C2C=CC=CC=2)=CC=1. (4) Given the product [CH2:7]([O:6][C:4]([C:3]1[N:27]=[C:26]([CH:25]2[CH2:24][CH2:23][N:22]([C:29]([O:31][C:32]([CH3:35])([CH3:34])[CH3:33])=[O:30])[CH:21]2[C:19]2[CH:18]=[C:17]([CH3:36])[N:16]=[C:15]([N:10]3[CH:14]=[CH:13][N:12]=[CH:11]3)[N:20]=2)[S:28][CH:2]=1)=[O:5])[CH3:8], predict the reactants needed to synthesize it. The reactants are: Br[CH2:2][C:3](=O)[C:4]([O:6][CH2:7][CH3:8])=[O:5].[N:10]1([C:15]2[N:20]=[C:19]([CH:21]3[CH:25]([C:26](=[S:28])[NH2:27])[CH2:24][CH2:23][N:22]3[C:29]([O:31][C:32]([CH3:35])([CH3:34])[CH3:33])=[O:30])[CH:18]=[C:17]([CH3:36])[N:16]=2)[CH:14]=[CH:13][N:12]=[CH:11]1.C(=O)(O)[O-].[Na+]. (5) Given the product [C:34]([CH2:33][N:5]1[CH:6]([C:24]2[CH:25]=[CH:26][C:27]([C:28]#[N:29])=[CH:30][CH:31]=2)[C:7]2[C:22](=[O:23])[CH2:21][CH2:20][C:8]=2[N:9]([C:10]2[CH:15]=[CH:14][CH:13]=[C:12]([C:16]([F:17])([F:18])[F:19])[CH:11]=2)[C:4]1=[O:3])#[N:35], predict the reactants needed to synthesize it. The reactants are: [H-].[Na+].[O:3]=[C:4]1[N:9]([C:10]2[CH:15]=[CH:14][CH:13]=[C:12]([C:16]([F:19])([F:18])[F:17])[CH:11]=2)[C:8]2[CH2:20][CH2:21][C:22](=[O:23])[C:7]=2[CH:6]([C:24]2[CH:31]=[CH:30][C:27]([C:28]#[N:29])=[CH:26][CH:25]=2)[NH:5]1.I[CH2:33][C:34]#[N:35]. (6) Given the product [C:16]1([C:2]2[C:11]3[C:6](=[CH:7][CH:8]=[CH:9][CH:10]=3)[C:5](=[O:12])[O:4][C:3]=2[CH2:13][CH2:14][CH3:15])[CH:21]=[CH:20][CH:19]=[CH:18][CH:17]=1, predict the reactants needed to synthesize it. The reactants are: I[C:2]1[C:11]2[C:6](=[CH:7][CH:8]=[CH:9][CH:10]=2)[C:5](=[O:12])[O:4][C:3]=1[CH2:13][CH2:14][CH3:15].[C:16]1(B(O)O)[CH:21]=[CH:20][CH:19]=[CH:18][CH:17]=1.C([O-])([O-])=O.[Cs+].[Cs+]. (7) The reactants are: [C:1]([O:4][CH2:5][CH2:6][CH2:7][CH2:8][N:9]1[CH2:14][CH2:13][CH:12]([C:15](=[O:29])[C:16]2[CH:21]=[CH:20][C:19]([S:22][C:23]3[CH:28]=[CH:27][CH:26]=[CH:25][CH:24]=3)=[CH:18][CH:17]=2)[CH2:11][CH2:10]1)(=[O:3])[CH3:2].[F:30][C:31]([F:37])([F:36])[S:32]([OH:35])(=[O:34])=[O:33].[O-]S(C(F)(F)F)(=O)=O.[C:46]1([I+][C:46]2[CH:51]=[CH:50][CH:49]=[CH:48][CH:47]=2)[CH:51]=[CH:50][CH:49]=[CH:48][CH:47]=1.C(OCC)C. Given the product [F:30][C:31]([F:37])([F:36])[S:32]([O-:35])(=[O:34])=[O:33].[C:1]([O:4][CH2:5][CH2:6][CH2:7][CH2:8][N:9]1[CH2:10][CH2:11][CH:12]([C:15]([C:16]2[CH:21]=[CH:20][C:19]([S+:22]([C:46]3[CH:51]=[CH:50][CH:49]=[CH:48][CH:47]=3)[C:23]3[CH:24]=[CH:25][CH:26]=[CH:27][CH:28]=3)=[CH:18][CH:17]=2)=[O:29])[CH2:13][CH2:14]1)(=[O:3])[CH3:2], predict the reactants needed to synthesize it. (8) Given the product [Br:25][C:26]1[CH:31]=[C:30]([CH:29]=[CH:28][CH:27]=1)[O:1][CH:2]1[CH2:7][CH2:6][N:5]([C:8]2[N:13]=[N:12][C:11]([C:14]3[CH:15]=[N:16][CH:17]=[C:18]([CH:24]=3)[C:19]([O:21][CH2:22][CH3:23])=[O:20])=[CH:10][CH:9]=2)[CH2:4][CH2:3]1, predict the reactants needed to synthesize it. The reactants are: [OH:1][CH:2]1[CH2:7][CH2:6][N:5]([C:8]2[N:13]=[N:12][C:11]([C:14]3[CH:15]=[N:16][CH:17]=[C:18]([CH:24]=3)[C:19]([O:21][CH2:22][CH3:23])=[O:20])=[CH:10][CH:9]=2)[CH2:4][CH2:3]1.[Br:25][C:26]1[CH:27]=[C:28](O)[CH:29]=[CH:30][CH:31]=1.N(C(OCC)=O)=NC(OCC)=O.C1(P(C2C=CC=CC=2)C2C=CC=CC=2)C=CC=CC=1.